Dataset: Reaction yield outcomes from USPTO patents with 853,638 reactions. Task: Predict the reaction yield, written as a fraction of the theoretical maximum amount of product (1.0 means a 100% yield; for example, 0.34 means a 34% yield). (1) The reactants are [I:1][C:2]1[CH:3]=[C:4]([NH2:14])[C:5]([N:8]([CH2:10][CH2:11][O:12][CH3:13])[CH3:9])=[CH:6][CH:7]=1.Cl[C:16]1[C:21]([Cl:22])=[CH:20][N:19]=[C:18]([NH2:23])[N:17]=1.Cl.[OH-].[Na+]. The catalyst is O1CCOCC1. The product is [Cl:22][C:21]1[C:16]([NH:14][C:4]2[CH:3]=[C:2]([I:1])[CH:7]=[CH:6][C:5]=2[N:8]([CH2:10][CH2:11][O:12][CH3:13])[CH3:9])=[N:17][C:18]([NH2:23])=[N:19][CH:20]=1. The yield is 0.440. (2) The reactants are [CH2:1]([O:3][C:4]([N:6]1[CH2:12][CH:11]([NH2:13])[C:10]2=[N:14][C:15]([C:19]3[CH:24]=[CH:23][N:22]=[CH:21][N:20]=3)=[CH:16][C:17](=[O:18])[N:9]2[CH2:8][CH2:7]1)=[O:5])[CH3:2].[N:25]1[CH:30]=[CH:29][CH:28]=[CH:27][C:26]=1[C:31](O)=[O:32].C(P(=O)(OCC)OCC)#N.C(N(CC)CC)C. The catalyst is CN(C)C=O.C(OCC)(=O)C.O. The product is [CH2:1]([O:3][C:4]([N:6]1[CH2:12][CH:11]([NH:13][C:31]([C:26]2[CH:27]=[CH:28][CH:29]=[CH:30][N:25]=2)=[O:32])[C:10]2=[N:14][C:15]([C:19]3[CH:24]=[CH:23][N:22]=[CH:21][N:20]=3)=[CH:16][C:17](=[O:18])[N:9]2[CH2:8][CH2:7]1)=[O:5])[CH3:2]. The yield is 0.760. (3) The reactants are [H-].[Na+].[Cl:3][C:4]1[C:5]2[CH:12]=[CH:11][NH:10][C:6]=2[N:7]=[CH:8][N:9]=1.[CH:13]([Si:16](Cl)([CH:20]([CH3:22])[CH3:21])[CH:17]([CH3:19])[CH3:18])([CH3:15])[CH3:14]. The catalyst is O1CCCC1. The product is [Cl:3][C:4]1[C:5]2[CH:12]=[CH:11][N:10]([Si:16]([CH:20]([CH3:22])[CH3:21])([CH:17]([CH3:19])[CH3:18])[CH:13]([CH3:15])[CH3:14])[C:6]=2[N:7]=[CH:8][N:9]=1. The yield is 0.990. (4) The reactants are [Br:1][C:2]1[CH:3]=[N:4][CH:5]=[C:6]([CH:10]=1)C(O)=O.C1C=CC(P(N=[N+]=[N-])(C2C=CC=CC=2)=[O:18])=CC=1.C([N:30]([CH2:33]C)CC)C.[CH2:35]([OH:37])[CH3:36]. No catalyst specified. The product is [Br:1][C:2]1[CH:10]=[C:6]([NH:30][C:33](=[O:18])[O:37][CH2:35][CH3:36])[CH:5]=[N:4][CH:3]=1. The yield is 0.190.